Dataset: Choline transporter screen with 302,306 compounds. Task: Binary Classification. Given a drug SMILES string, predict its activity (active/inactive) in a high-throughput screening assay against a specified biological target. (1) The compound is ClCC(=O)NNC(=O)c1sc(c(CC)c1)C. The result is 0 (inactive). (2) The molecule is O=C(N1CCC(NC(=O)c2c(OC)cccc2)CC1)Nc1ccc(cc1)C. The result is 0 (inactive). (3) The compound is S(=O)(=O)(N(CC(F)(F)C(F)F)C)c1ccc(NC(OC)=O)cc1. The result is 0 (inactive). (4) The compound is S(=O)(=O)(Nc1ccccc1)c1ccc(cc1)C(=O)Nc1ncccc1O. The result is 0 (inactive). (5) The drug is s1c(nnc1NC(=O)CCC(=O)N1CCN(CC1)c1c(F)cccc1)CC(C)C. The result is 0 (inactive).